From a dataset of Forward reaction prediction with 1.9M reactions from USPTO patents (1976-2016). Predict the product of the given reaction. Given the reactants [CH2:1]([O:3][C:4]([C@@H:6]1[C@@H:8]([C:9](=[O:24])[NH:10][C@@H:11]([CH2:18][C:19]2[N:20]=[CH:21][S:22][CH:23]=2)[C:12](=[O:17])[NH:13][CH2:14][C:15]#[CH:16])[O:7]1)=[O:5])[CH3:2].[N:25]([C:28]1[CH:33]=[CH:32][C:31]([F:34])=[CH:30][CH:29]=1)=[N+:26]=[N-:27].CCCC[Sn](OC(C)=O)(CCCC)CCCC, predict the reaction product. The product is: [CH2:1]([O:3][C:4]([C@@H:6]1[C@@H:8]([C:9](=[O:24])[NH:10][C@@H:11]([CH2:18][C:19]2[N:20]=[CH:21][S:22][CH:23]=2)[C:12]([NH:13][CH2:14][C:15]2[N:27]=[N:26][N:25]([C:28]3[CH:33]=[CH:32][C:31]([F:34])=[CH:30][CH:29]=3)[CH:16]=2)=[O:17])[O:7]1)=[O:5])[CH3:2].